This data is from TCR-epitope binding with 47,182 pairs between 192 epitopes and 23,139 TCRs. The task is: Binary Classification. Given a T-cell receptor sequence (or CDR3 region) and an epitope sequence, predict whether binding occurs between them. (1) The epitope is HTTDPSFLGRY. The TCR CDR3 sequence is CASSQTQETQYF. Result: 1 (the TCR binds to the epitope). (2) The epitope is NEGVKAAW. The TCR CDR3 sequence is CASSPNLSTDTQYF. Result: 0 (the TCR does not bind to the epitope).